This data is from Forward reaction prediction with 1.9M reactions from USPTO patents (1976-2016). The task is: Predict the product of the given reaction. (1) The product is: [CH2:1]([O:3][C:4](=[O:18])[CH:5]([O:15][CH2:16][CH3:17])[CH2:6][C:7]1[CH:12]=[CH:11][C:10]([O:13][CH2:20][C:21]2[N:22]=[C:23]([C:26]3[CH:31]=[CH:30][C:29]([CH3:32])=[CH:28][CH:27]=3)[S:24][CH:25]=2)=[C:9]([F:14])[CH:8]=1)[CH3:2]. Given the reactants [CH2:1]([O:3][C:4](=[O:18])[CH:5]([O:15][CH2:16][CH3:17])[CH2:6][C:7]1[CH:12]=[CH:11][C:10]([OH:13])=[C:9]([F:14])[CH:8]=1)[CH3:2].Cl[CH2:20][C:21]1[N:22]=[C:23]([C:26]2[CH:31]=[CH:30][C:29]([CH3:32])=[CH:28][CH:27]=2)[S:24][CH:25]=1.CC1C=CC(C(N)=S)=CC=1.ClCC(CCl)=O.C(=O)([O-])[O-].[Cs+].[Cs+].[I-].[K+], predict the reaction product. (2) Given the reactants [C:1]12([C:11]3[CH:12]=[C:13]([C:21]4[CH:28]=[CH:27][C:24]([CH:25]=O)=[CH:23][CH:22]=4)[C:14]4[O:18][C:17]([CH3:19])=[N:16][C:15]=4[CH:20]=3)[CH2:10][CH:5]3[CH2:6][CH:7]([CH2:9][CH:3]([CH2:4]3)[CH2:2]1)[CH2:8]2.[S:29]1[CH2:35][C:33](=[O:34])[NH:32][C:30]1=[S:31], predict the reaction product. The product is: [C:1]12([C:11]3[CH:12]=[C:13]([C:21]4[CH:28]=[CH:27][C:24]([CH:25]=[C:35]5[S:29][C:30](=[S:31])[NH:32][C:33]5=[O:34])=[CH:23][CH:22]=4)[C:14]4[O:18][C:17]([CH3:19])=[N:16][C:15]=4[CH:20]=3)[CH2:8][CH:7]3[CH2:9][CH:3]([CH2:4][CH:5]([CH2:6]3)[CH2:10]1)[CH2:2]2. (3) Given the reactants Cl.[Br:2][C:3]1[CH:4]=[N:5][CH:6]=[C:7]([O:9][CH:10]2[CH2:15][CH2:14][NH:13][CH2:12][CH2:11]2)[CH:8]=1.Br[CH2:17][C:18]([NH2:20])=[O:19].C(=O)([O-])[O-].[K+].[K+].O, predict the reaction product. The product is: [Br:2][C:3]1[CH:8]=[C:7]([O:9][CH:10]2[CH2:15][CH2:14][N:13]([CH2:17][C:18]([NH2:20])=[O:19])[CH2:12][CH2:11]2)[CH:6]=[N:5][CH:4]=1. (4) Given the reactants [ClH:1].Cl.[Br:3][C:4]1[CH:5]=[C:6]([NH2:11])[C:7]([NH2:10])=[CH:8][CH:9]=1.[C:12]1([C:18]#[C:19][C:20](O)=O)[CH:17]=[CH:16][CH:15]=[CH:14][CH:13]=1.O.[OH-].[Na+], predict the reaction product. The product is: [Br:3][C:4]1[CH:9]=[CH:8][C:7]2[NH:10][C:20](/[CH:19]=[C:18](/[Cl:1])\[C:12]3[CH:17]=[CH:16][CH:15]=[CH:14][CH:13]=3)=[N:11][C:6]=2[CH:5]=1. (5) Given the reactants N12CCCN=C1CCCCC2.Cl.[NH2:13][CH2:14][C:15]1[CH:23]=[CH:22][CH:21]=[C:20]2[C:16]=1[C:17](=[O:33])[N:18]([CH:25]1[CH2:30][CH2:29][C:28](=[O:31])[NH:27][C:26]1=[O:32])[C:19]2=[O:24].[CH3:34][C:35]1[O:39][N:38]=[C:37]([C:40](Cl)=[O:41])[CH:36]=1, predict the reaction product. The product is: [O:32]=[C:26]1[CH:25]([N:18]2[C:17](=[O:33])[C:16]3[C:20](=[CH:21][CH:22]=[CH:23][C:15]=3[CH2:14][NH:13][C:40]([C:37]3[CH:36]=[C:35]([CH3:34])[O:39][N:38]=3)=[O:41])[C:19]2=[O:24])[CH2:30][CH2:29][C:28](=[O:31])[NH:27]1.